Dataset: hERG Central: cardiac toxicity at 1µM, 10µM, and general inhibition. Task: Predict hERG channel inhibition at various concentrations. (1) The compound is COc1ccc(/C=C/CN2CCN(CC(C)C)C(CCO)C2)cc1. Results: hERG_inhib (hERG inhibition (general)): blocker. (2) The drug is CC(=O)c1ccc(NC(=O)C(C)N2CCN(C/C=C/c3ccccc3)CC2)cc1. Results: hERG_inhib (hERG inhibition (general)): blocker.